From a dataset of Catalyst prediction with 721,799 reactions and 888 catalyst types from USPTO. Predict which catalyst facilitates the given reaction. Reactant: [CH2:1]([C:3]1[CH:31]=[CH:30][C:6]([CH2:7][NH:8][CH:9]2[CH2:14][CH2:13][N:12]([CH2:15][CH2:16][N:17]3[C:26]4[C:21](=[CH:22][CH:23]=[C:24]([O:27][CH3:28])[CH:25]=4)[N:20]=[CH:19][C:18]3=[O:29])[CH2:11][CH2:10]2)=[CH:5][CH:4]=1)[CH3:2].[ClH:32].C(OCC)(=O)C. Product: [ClH:32].[CH2:1]([C:3]1[CH:4]=[CH:5][C:6]([CH2:7][NH:8][CH:9]2[CH2:10][CH2:11][N:12]([CH2:15][CH2:16][N:17]3[C:26]4[C:21](=[CH:22][CH:23]=[C:24]([O:27][CH3:28])[CH:25]=4)[N:20]=[CH:19][C:18]3=[O:29])[CH2:13][CH2:14]2)=[CH:30][CH:31]=1)[CH3:2]. The catalyst class is: 13.